Dataset: Reaction yield outcomes from USPTO patents with 853,638 reactions. Task: Predict the reaction yield, written as a fraction of the theoretical maximum amount of product (1.0 means a 100% yield; for example, 0.34 means a 34% yield). The reactants are [CH3:1][O:2][C:3](=[O:15])[C:4]1[CH:13]=[CH:12][C:11](Br)=[C:6]([C:7]([O:9][CH3:10])=[O:8])[CH:5]=1.[Cu][C:17]#[N:18].[Cl-].[NH4+]. The catalyst is CN(C=O)C. The product is [CH3:1][O:2][C:3](=[O:15])[C:4]1[CH:13]=[CH:12][C:11]([C:17]#[N:18])=[C:6]([C:7]([O:9][CH3:10])=[O:8])[CH:5]=1. The yield is 0.800.